From a dataset of Full USPTO retrosynthesis dataset with 1.9M reactions from patents (1976-2016). Predict the reactants needed to synthesize the given product. (1) Given the product [Cl:1][C:2]1[CH:7]=[CH:6][CH:5]=[CH:4][C:3]=1[C:8]([C:11]1[N:12]([C:21]2[CH:26]=[CH:25][C:24]([C:27]3[CH:32]=[CH:31][CH:30]=[C:29]([S:33]([CH3:36])(=[O:35])=[O:34])[CH:28]=3)=[CH:23][CH:22]=2)[CH:13]=[C:14]([CH:16]2[CH2:20][CH2:19][CH2:18][N:17]2[CH3:42])[N:15]=1)([CH3:10])[CH3:9], predict the reactants needed to synthesize it. The reactants are: [Cl:1][C:2]1[CH:7]=[CH:6][CH:5]=[CH:4][C:3]=1[C:8]([C:11]1[N:12]([C:21]2[CH:26]=[CH:25][C:24]([C:27]3[CH:32]=[CH:31][CH:30]=[C:29]([S:33]([CH3:36])(=[O:35])=[O:34])[CH:28]=3)=[CH:23][CH:22]=2)[CH:13]=[C:14]([CH:16]2[CH2:20][CH2:19][CH2:18][NH:17]2)[N:15]=1)([CH3:10])[CH3:9].CO.C=O.[BH3-][C:42]#N.[Na+]. (2) Given the product [Cl:14][C:9]1[CH:10]=[CH:11][CH:12]=[CH:13][C:8]=1[CH:6]1[CH2:7][CH:2]([NH:1][C:22](=[O:23])[C:17]2[CH:18]=[CH:19][CH:20]=[CH:21][N:16]=2)[CH:3]([OH:15])[CH2:4][CH2:5]1, predict the reactants needed to synthesize it. The reactants are: [NH2:1][CH:2]1[CH2:7][CH:6]([C:8]2[CH:13]=[CH:12][CH:11]=[CH:10][C:9]=2[Cl:14])[CH2:5][CH2:4][CH:3]1[OH:15].[N:16]1[CH:21]=[CH:20][CH:19]=[CH:18][C:17]=1[C:22](O)=[O:23].Cl.C(N=C=NCCCN(C)C)C.OC1C2N=NNC=2C=CC=1.C(N(CC)CC)C. (3) Given the product [F:1][C:2]1[C:9]([CH3:10])=[C:8]([N:11]2[C:12](=[O:20])[C:13]([CH3:19])([CH3:18])[C@:14]([OH:17])([CH3:21])[C@H:15]2[CH3:16])[CH:7]=[CH:6][C:3]=1[C:4]#[N:5], predict the reactants needed to synthesize it. The reactants are: [F:1][C:2]1[C:9]([CH3:10])=[C:8]([N:11]2[CH:15]([CH3:16])[C:14](=[O:17])[C:13]([CH3:19])([CH3:18])[C:12]2=[O:20])[CH:7]=[CH:6][C:3]=1[C:4]#[N:5].[CH3:21][Mg]Br.C1COCC1. (4) Given the product [CH3:34][O:35][C:36]1[CH:43]=[CH:42][C:39]([CH2:40][NH:41][C:7]2[C:6]([CH:13]=[CH:14][C:15]3[CH:16]=[N:17][CH:18]=[C:19]([C:21]4[CH2:26][CH2:25][CH2:24][CH2:23][CH:22]=4)[CH:20]=3)=[CH:5][C:4]3[C:9](=[CH:10][CH:11]=[C:2]([Br:1])[CH:3]=3)[N:8]=2)=[CH:38][CH:37]=1, predict the reactants needed to synthesize it. The reactants are: [Br:1][C:2]1[CH:3]=[C:4]2[C:9](=[CH:10][CH:11]=1)[N:8]=[C:7](Cl)[C:6]([CH:13]=[CH:14][C:15]1[CH:16]=[N:17][CH:18]=[C:19]([C:21]3[CH2:26][CH2:25][CH2:24][CH2:23][CH:22]=3)[CH:20]=1)=[CH:5]2.CN1CCCC1=O.[CH3:34][O:35][C:36]1[CH:43]=[CH:42][C:39]([CH2:40][NH2:41])=[CH:38][CH:37]=1. (5) Given the product [CH2:1]([N:8]1[C:16]2[C:11](=[N:12][CH:13]=[C:14]([C:17]3[CH:18]=[CH:19][C:20]([OH:26])=[C:21]([CH:25]=3)[C:22]([OH:24])=[O:23])[N:15]=2)[NH:10][C:9]1=[O:28])[C:2]1[CH:7]=[CH:6][CH:5]=[CH:4][CH:3]=1, predict the reactants needed to synthesize it. The reactants are: [CH2:1]([N:8]1[C:16]2[C:11](=[N:12][CH:13]=[C:14]([C:17]3[CH:18]=[CH:19][C:20]([O:26]C)=[C:21]([CH:25]=3)[C:22]([OH:24])=[O:23])[N:15]=2)[NH:10][C:9]1=[O:28])[C:2]1[CH:7]=[CH:6][CH:5]=[CH:4][CH:3]=1.B(Br)(Br)Br.